Dataset: Forward reaction prediction with 1.9M reactions from USPTO patents (1976-2016). Task: Predict the product of the given reaction. (1) Given the reactants [CH3:1][C:2]1[CH:3]=[C:4]([C:8]2[O:12][N:11]=[CH:10][C:9]=2[C:13]([OH:15])=O)[CH:5]=[CH:6][CH:7]=1.CN(C(ON1N=NC2C=CC=CC1=2)=[N+](C)C)C.[B-](F)(F)(F)F.Cl.[NH:39]1[CH2:44][CH2:43][CH2:42][CH:41]([C:45]([OH:48])([CH3:47])[CH3:46])[CH2:40]1.C(N(CC)CC)C, predict the reaction product. The product is: [CH3:1][C:2]1[CH:3]=[C:4]([C:8]2[O:12][N:11]=[CH:10][C:9]=2[C:13]([N:39]2[CH2:44][CH2:43][CH2:42][CH:41]([C:45]([OH:48])([CH3:47])[CH3:46])[CH2:40]2)=[O:15])[CH:5]=[CH:6][CH:7]=1. (2) Given the reactants [H-].[Na+].[I-].[CH3:4][S+](C)(C)=O.[F:9][C:10]([F:28])([F:27])[C:11]1[N:12]=[C:13]2[CH:18]=[CH:17][CH:16]=[C:15](/[CH:19]=[CH:20]/[C:21]([O:23][CH2:24][CH3:25])=[O:22])[N:14]2[CH:26]=1.O, predict the reaction product. The product is: [F:28][C:10]([F:9])([F:27])[C:11]1[N:12]=[C:13]2[CH:18]=[CH:17][CH:16]=[C:15]([CH:19]3[CH2:4][CH:20]3[C:21]([O:23][CH2:24][CH3:25])=[O:22])[N:14]2[CH:26]=1. (3) Given the reactants C[Si]([N-][Si](C)(C)C)(C)C.[Li+].C[Si](C)(C)[CH2:13][C:14]([O:16][CH3:17])=[O:15].[CH2:20]([O:27][C:28]1[CH:36]=[C:35]2[C:31]([CH2:32][C:33]([CH3:39])([CH3:38])[C:34]2=O)=[CH:30][CH:29]=1)[C:21]1[CH:26]=[CH:25][CH:24]=[CH:23][CH:22]=1, predict the reaction product. The product is: [CH2:20]([O:27][C:28]1[CH:36]=[C:35]2[C:31]([CH2:32][C:33]([CH3:39])([CH3:38])/[C:34]/2=[CH:13]\[C:14]([O:16][CH3:17])=[O:15])=[CH:30][CH:29]=1)[C:21]1[CH:22]=[CH:23][CH:24]=[CH:25][CH:26]=1. (4) Given the reactants [NH2:1][C@@H:2]([CH2:25][CH2:26][C:27]([O:29][C:30]([CH3:33])([CH3:32])[CH3:31])=[O:28])[C:3]([NH:5][C@@H:6]([CH2:14][CH2:15][C:16]([O:18][CH2:19][CH2:20][Si:21]([CH3:24])([CH3:23])[CH3:22])=[O:17])[C:7]([O:9][C:10]([CH3:13])([CH3:12])[CH3:11])=[O:8])=[O:4].C(N(C(C)C)CC)(C)C.[Br:43][CH2:44][C:45](Br)=[O:46].CO, predict the reaction product. The product is: [C:30]([O:29][C:27]([CH2:26][CH2:25][C@H:2]([NH:1][C:45](=[O:46])[CH2:44][Br:43])[C:3]([NH:5][C@@H:6]([CH2:14][CH2:15][C:16]([O:18][CH2:19][CH2:20][Si:21]([CH3:23])([CH3:22])[CH3:24])=[O:17])[C:7]([O:9][C:10]([CH3:13])([CH3:12])[CH3:11])=[O:8])=[O:4])=[O:28])([CH3:33])([CH3:32])[CH3:31].